Dataset: Forward reaction prediction with 1.9M reactions from USPTO patents (1976-2016). Task: Predict the product of the given reaction. (1) Given the reactants [NH2:1][CH:2]1[C:8](=[O:9])[NH:7][C:6]2[CH:10]=[CH:11][CH:12]=[CH:13][C:5]=2[C:4]([C:14]2[C:19]([O:20][CH2:21][CH3:22])=[CH:18][C:17]([Cl:23])=[CH:16][C:15]=2[Cl:24])=[N:3]1.[CH2:25]([O:27][CH2:28][CH2:29][O:30][C:31]1[N:39]=[CH:38][C:37]([F:40])=[CH:36][C:32]=1[C:33](O)=[O:34])[CH3:26], predict the reaction product. The product is: [Cl:24][C:15]1[CH:16]=[C:17]([Cl:23])[CH:18]=[C:19]([O:20][CH2:21][CH3:22])[C:14]=1[C:4]1[C:5]2[CH:13]=[CH:12][CH:11]=[CH:10][C:6]=2[NH:7][C:8](=[O:9])[CH:2]([NH:1][C:33](=[O:34])[C:32]2[CH:36]=[C:37]([F:40])[CH:38]=[N:39][C:31]=2[O:30][CH2:29][CH2:28][O:27][CH2:25][CH3:26])[N:3]=1. (2) The product is: [C:1]([CH:4]([C:5]1[N:15]2[C:10]([C:11](=[O:27])[NH:12][C:13]([CH2:16][C:17]3[CH:18]=[C:19]4[C:24](=[CH:25][CH:26]=3)[N:23]=[CH:22][CH:21]=[CH:20]4)=[N:14]2)=[C:8]([CH3:9])[N:7]=1)[CH2:28][CH2:29][CH2:30][C:31]1[CH:36]=[CH:35][CH:34]=[CH:33][CH:32]=1)(=[O:3])[CH3:2]. Given the reactants [C:1]([CH:4]([CH2:28][CH2:29][CH2:30][C:31]1[CH:36]=[CH:35][CH:34]=[CH:33][CH:32]=1)[C:5]([NH:7][CH:8]([C:10]1[C:11](=[O:27])[NH:12][C:13]([CH2:16][C:17]2[CH:18]=[C:19]3[C:24](=[CH:25][CH:26]=2)[N:23]=[CH:22][CH:21]=[CH:20]3)=[N:14][N:15]=1)[CH3:9])=O)(=[O:3])[CH3:2].P(Cl)(Cl)(Cl)=O, predict the reaction product. (3) Given the reactants [H-].[H-].[H-].[H-].[Li+].[Al+3].[OH:7][C:8]([C:11]1[CH:16]=[CH:15][C:14]([CH2:17][CH2:18][C:19]#[N:20])=[CH:13][CH:12]=1)([CH3:10])[CH3:9], predict the reaction product. The product is: [NH2:20][CH2:19][CH2:18][CH2:17][C:14]1[CH:15]=[CH:16][C:11]([C:8]([OH:7])([CH3:9])[CH3:10])=[CH:12][CH:13]=1.